Predict the product of the given reaction. From a dataset of Forward reaction prediction with 1.9M reactions from USPTO patents (1976-2016). (1) Given the reactants [Cl:1][C:2]1[N:7]=[C:6]([NH:8][CH:9]2[CH2:14][CH2:13][CH2:12][CH2:11][CH2:10]2)[C:5]([N+:15]([O-])=O)=[CH:4][N:3]=1.O.O.[Sn](Cl)Cl, predict the reaction product. The product is: [Cl:1][C:2]1[N:7]=[C:6]([NH:8][CH:9]2[CH2:14][CH2:13][CH2:12][CH2:11][CH2:10]2)[C:5]([NH2:15])=[CH:4][N:3]=1. (2) Given the reactants [CH3:1][O:2][C:3](=[O:13])[C:4]1[CH:9]=[CH:8][C:7]([NH:10][CH3:11])=[C:6]([NH2:12])[CH:5]=1.[NH2:14][C:15]1[S:16][C:17]2[CH:23]=[C:22]([S:24]([CH3:27])(=[O:26])=[O:25])[CH:21]=[CH:20][C:18]=2[N:19]=1.[C:28](N1C=CN=C1)(N1C=CN=C1)=S, predict the reaction product. The product is: [CH3:1][O:2][C:3]([C:4]1[CH:9]=[CH:8][C:7]2[N:10]([CH3:28])[C:11]([NH:14][C:15]3[S:16][C:17]4[CH:23]=[C:22]([S:24]([CH3:27])(=[O:26])=[O:25])[CH:21]=[CH:20][C:18]=4[N:19]=3)=[N:12][C:6]=2[CH:5]=1)=[O:13]. (3) The product is: [F:1][C:2]1[C:7]([F:8])=[CH:6][CH:5]=[CH:4][C:3]=1[C:9]1[N:35]=[C:12]2[CH:13]=[N:14][N:15]([CH2:17][C:18]3[N:23]=[N:22][C:21]([C:24]4[CH:29]=[CH:28][C:27]([O:30][CH2:37][CH:38]([OH:40])[CH3:39])=[CH:26][C:25]=4[C:31]([F:33])([F:34])[F:32])=[CH:20][CH:19]=3)[CH:16]=[C:11]2[N:10]=1. Given the reactants [F:1][C:2]1[C:7]([F:8])=[CH:6][CH:5]=[CH:4][C:3]=1[C:9]1[N:35]=[C:12]2[CH:13]=[N:14][N:15]([CH2:17][C:18]3[N:23]=[N:22][C:21]([C:24]4[CH:29]=[CH:28][C:27]([OH:30])=[CH:26][C:25]=4[C:31]([F:34])([F:33])[F:32])=[CH:20][CH:19]=3)[CH:16]=[C:11]2[N:10]=1.Br[CH2:37][CH:38]([OH:40])[CH3:39], predict the reaction product. (4) Given the reactants [C:1]([C:3]1[C:4]([N:18]2[CH2:21][CH:20]([C:22]([OH:24])=O)[CH2:19]2)=[N:5][C:6]([C:14]([F:17])([F:16])[F:15])=[C:7]([C:9]([O:11][CH2:12][CH3:13])=[O:10])[CH:8]=1)#[N:2].[C:25]([C:27]1[CH:32]=[CH:31][CH:30]=[CH:29][C:28]=1[CH2:33][S:34]([NH2:37])(=[O:36])=[O:35])#[N:26], predict the reaction product. The product is: [C:1]([C:3]1[C:4]([N:18]2[CH2:21][CH:20]([C:22](=[O:24])[NH:37][S:34]([CH2:33][C:28]3[CH:29]=[CH:30][CH:31]=[CH:32][C:27]=3[C:25]#[N:26])(=[O:35])=[O:36])[CH2:19]2)=[N:5][C:6]([C:14]([F:17])([F:15])[F:16])=[C:7]([CH:8]=1)[C:9]([O:11][CH2:12][CH3:13])=[O:10])#[N:2]. (5) Given the reactants [N:1]([C:4]1[CH:9]=[N:8][C:7]([C:10]2[CH:15]=[CH:14][CH:13]=[CH:12][CH:11]=2)=[C:6]([C:16]2[CH:21]=[CH:20][CH:19]=[CH:18][CH:17]=2)[N:5]=1)=[N+]=[N-].C(N(CC)CC)C.[H][H], predict the reaction product. The product is: [NH2:1][C:4]1[CH:9]=[N:8][C:7]([C:10]2[CH:15]=[CH:14][CH:13]=[CH:12][CH:11]=2)=[C:6]([C:16]2[CH:17]=[CH:18][CH:19]=[CH:20][CH:21]=2)[N:5]=1.